This data is from NCI-60 drug combinations with 297,098 pairs across 59 cell lines. The task is: Regression. Given two drug SMILES strings and cell line genomic features, predict the synergy score measuring deviation from expected non-interaction effect. (1) Drug 1: C(=O)(N)NO. Drug 2: C1CN(P(=O)(OC1)NCCCl)CCCl. Cell line: HCT116. Synergy scores: CSS=4.35, Synergy_ZIP=-2.04, Synergy_Bliss=0.878, Synergy_Loewe=0.349, Synergy_HSA=1.12. (2) Drug 1: CCC1(CC2CC(C3=C(CCN(C2)C1)C4=CC=CC=C4N3)(C5=C(C=C6C(=C5)C78CCN9C7C(C=CC9)(C(C(C8N6C=O)(C(=O)OC)O)OC(=O)C)CC)OC)C(=O)OC)O.OS(=O)(=O)O. Drug 2: C1=NC(=NC(=O)N1C2C(C(C(O2)CO)O)O)N. Cell line: T-47D. Synergy scores: CSS=23.7, Synergy_ZIP=-2.53, Synergy_Bliss=-0.592, Synergy_Loewe=0.277, Synergy_HSA=0.272. (3) Drug 1: CS(=O)(=O)C1=CC(=C(C=C1)C(=O)NC2=CC(=C(C=C2)Cl)C3=CC=CC=N3)Cl. Drug 2: B(C(CC(C)C)NC(=O)C(CC1=CC=CC=C1)NC(=O)C2=NC=CN=C2)(O)O. Synergy scores: CSS=13.9, Synergy_ZIP=-3.16, Synergy_Bliss=0.225, Synergy_Loewe=1.89, Synergy_HSA=1.73. Cell line: RXF 393. (4) Drug 1: C1=CC(=CC=C1CC(C(=O)O)N)N(CCCl)CCCl.Cl. Drug 2: CC1C(C(CC(O1)OC2CC(CC3=C2C(=C4C(=C3O)C(=O)C5=C(C4=O)C(=CC=C5)OC)O)(C(=O)CO)O)N)O.Cl. Cell line: RXF 393. Synergy scores: CSS=44.3, Synergy_ZIP=-1.97, Synergy_Bliss=0.636, Synergy_Loewe=-22.7, Synergy_HSA=1.50. (5) Drug 1: CN(C)N=NC1=C(NC=N1)C(=O)N. Drug 2: CC1=C(C(=CC=C1)Cl)NC(=O)C2=CN=C(S2)NC3=CC(=NC(=N3)C)N4CCN(CC4)CCO. Cell line: K-562. Synergy scores: CSS=72.5, Synergy_ZIP=2.55, Synergy_Bliss=1.85, Synergy_Loewe=-13.7, Synergy_HSA=1.16. (6) Drug 1: C1=NNC2=C1C(=O)NC=N2. Drug 2: CN(C(=O)NC(C=O)C(C(C(CO)O)O)O)N=O. Cell line: IGROV1. Synergy scores: CSS=-3.90, Synergy_ZIP=-0.341, Synergy_Bliss=-6.25, Synergy_Loewe=-3.07, Synergy_HSA=-7.85. (7) Drug 1: CCC1=CC2CC(C3=C(CN(C2)C1)C4=CC=CC=C4N3)(C5=C(C=C6C(=C5)C78CCN9C7C(C=CC9)(C(C(C8N6C)(C(=O)OC)O)OC(=O)C)CC)OC)C(=O)OC.C(C(C(=O)O)O)(C(=O)O)O. Drug 2: CS(=O)(=O)CCNCC1=CC=C(O1)C2=CC3=C(C=C2)N=CN=C3NC4=CC(=C(C=C4)OCC5=CC(=CC=C5)F)Cl. Cell line: T-47D. Synergy scores: CSS=36.1, Synergy_ZIP=-7.27, Synergy_Bliss=1.12, Synergy_Loewe=-6.19, Synergy_HSA=1.70. (8) Drug 1: CS(=O)(=O)C1=CC(=C(C=C1)C(=O)NC2=CC(=C(C=C2)Cl)C3=CC=CC=N3)Cl. Drug 2: CC1=C(C=C(C=C1)NC2=NC=CC(=N2)N(C)C3=CC4=NN(C(=C4C=C3)C)C)S(=O)(=O)N.Cl. Cell line: SF-268. Synergy scores: CSS=14.6, Synergy_ZIP=4.33, Synergy_Bliss=15.7, Synergy_Loewe=10.6, Synergy_HSA=11.0. (9) Drug 1: COC1=NC(=NC2=C1N=CN2C3C(C(C(O3)CO)O)O)N. Drug 2: C1CN(CCN1C(=O)CCBr)C(=O)CCBr. Cell line: IGROV1. Synergy scores: CSS=20.0, Synergy_ZIP=-3.11, Synergy_Bliss=2.53, Synergy_Loewe=0.990, Synergy_HSA=4.19.